Dataset: Forward reaction prediction with 1.9M reactions from USPTO patents (1976-2016). Task: Predict the product of the given reaction. (1) Given the reactants [CH3:1][C:2]1([CH3:14])[O:6][C@H:5]2[O:7][C@H:8]([C@@H:10]([OH:13])[CH2:11][CH3:12])[CH2:9][C@H:4]2[O:3]1.[C:15](Cl)(=[O:19])[CH:16]([CH3:18])[CH3:17], predict the reaction product. The product is: [CH3:17][CH:16]([CH3:18])[C:15]([O:13][C@H:10]([C@H:8]1[O:7][C@@H:5]2[O:6][C:2]([CH3:1])([CH3:14])[O:3][C@@H:4]2[CH2:9]1)[CH2:11][CH3:12])=[O:19]. (2) Given the reactants [CH:1]([C:18]1[CH:32]=[CH:31][C:21]([N:22]([CH2:27][CH2:28][O:29]C)[CH2:23][CH2:24][O:25]C)=[CH:20][CH:19]=1)([C:3]1[CH:17]=[CH:16][C:6]([N:7]([CH2:12][CH2:13][O:14]C)[CH2:8][CH2:9][O:10]C)=[CH:5][CH:4]=1)[CH3:2].B(Br)(Br)Br.C(=O)(O)[O-].[Na+], predict the reaction product. The product is: [CH:1]([C:3]1[CH:4]=[CH:5][C:6]([N:7]([CH2:12][CH2:13][OH:14])[CH2:8][CH2:9][OH:10])=[CH:16][CH:17]=1)([C:18]1[CH:19]=[CH:20][C:21]([N:22]([CH2:23][CH2:24][OH:25])[CH2:27][CH2:28][OH:29])=[CH:31][CH:32]=1)[CH3:2]. (3) Given the reactants [CH3:1][CH:2]([CH2:7][CH2:8][CH2:9][CH2:10][CH2:11][CH3:12])[CH2:3][C:4](Cl)=[O:5].[OH:13][C:14]1[CH:19]=[CH:18][C:17]([S:20]([OH:23])(=[O:22])=[O:21])=[CH:16][CH:15]=1.[Na:24].CCOCC, predict the reaction product. The product is: [CH3:1][CH:2]([CH2:7][CH2:8][CH2:9][CH2:10][CH2:11][CH3:12])[CH2:3][C:4]([O:13][C:14]1[CH:19]=[CH:18][C:17]([S:20]([OH:23])(=[O:21])=[O:22])=[CH:16][CH:15]=1)=[O:5].[Na:24]. (4) Given the reactants FC(F)(F)C(O)=O.[I:8][C:9]1[CH:14]=[CH:13][C:12]([O:15][CH:16]2[CH2:21][CH2:20][NH:19][CH2:18][CH2:17]2)=[CH:11][CH:10]=1.C(O)(=O)C.[C:26]1(=O)[CH2:29][CH2:28][CH2:27]1.C(O[BH-](OC(=O)C)OC(=O)C)(=O)C.[Na+], predict the reaction product. The product is: [CH:26]1([N:19]2[CH2:20][CH2:21][CH:16]([O:15][C:12]3[CH:13]=[CH:14][C:9]([I:8])=[CH:10][CH:11]=3)[CH2:17][CH2:18]2)[CH2:29][CH2:28][CH2:27]1. (5) Given the reactants [NH2:1][C:2]1[CH:21]=[C:20]([F:22])[CH:19]=[CH:18][C:3]=1[O:4][CH2:5][C@H:6]([NH:10][C:11]([O:13][C:14]([CH3:17])([CH3:16])[CH3:15])=[O:12])[C:7](O)=[O:8].Cl.CN(C)CCCN=C=NCC, predict the reaction product. The product is: [C:14]([O:13][C:11](=[O:12])[NH:10][C@@H:6]1[C:7](=[O:8])[NH:1][C:2]2[CH:21]=[C:20]([F:22])[CH:19]=[CH:18][C:3]=2[O:4][CH2:5]1)([CH3:17])([CH3:16])[CH3:15]. (6) Given the reactants [CH2:1]=[C:2]1[CH2:5][CH:4]([C:6]([O:8][CH2:9][CH3:10])=[O:7])[CH2:3]1.[Na+].[I-].[Si]([C:17](F)([F:19])[F:18])(C)(C)C, predict the reaction product. The product is: [F:18][C:17]1([F:19])[C:2]2([CH2:5][CH:4]([C:6]([O:8][CH2:9][CH3:10])=[O:7])[CH2:3]2)[CH2:1]1. (7) Given the reactants [CH3:1][N:2]([CH3:16])[S:3]([C:6]1[CH:7]=[C:8]([CH:11]=[CH:12][C:13]=1[O:14][CH3:15])[CH2:9]O)(=[O:5])=[O:4].S(Cl)([Cl:19])=O, predict the reaction product. The product is: [CH3:1][N:2]([CH3:16])[S:3]([C:6]1[CH:7]=[C:8]([CH:11]=[CH:12][C:13]=1[O:14][CH3:15])[CH2:9][Cl:19])(=[O:5])=[O:4]. (8) Given the reactants [CH:1]1[C:10]2[C:5](=[CH:6][CH:7]=[CH:8][CH:9]=2)[CH:4]=[CH:3][C:2]=1[CH2:11][N:12]1[CH2:16][CH:15]2[CH2:17][N:18]([C:20]3[N:25]=[CH:24][CH:23]=[CH:22][C:21]=3[C:26](O)=[O:27])[CH2:19][CH:14]2[CH2:13]1.C1C=CC2[N:37]([OH:38])N=NC=2C=1.CCN=C=N[CH2:44][CH2:45][CH2:46]N(C)C.Cl.CCN([CH:57]([CH3:59])C)C(C)C.CN([CH:63]=[O:64])C, predict the reaction product. The product is: [CH2:63]([O:64][CH:57]([O:38][NH:37][C:26]([C:21]1[CH:22]=[CH:23][CH:24]=[N:25][C:20]=1[N:18]1[CH2:17][CH:15]2[CH:14]([CH2:13][N:12]([CH2:11][C:2]3[CH:3]=[CH:4][C:5]4[C:10](=[CH:9][CH:8]=[CH:7][CH:6]=4)[CH:1]=3)[CH2:16]2)[CH2:19]1)=[O:27])[CH3:59])[CH:45]([CH3:44])[CH3:46]. (9) Given the reactants [Br:1][C:2]1[CH:7]=[CH:6][C:5]([S:8]([C:11]2[CH:20]=[CH:19][CH:18]=[CH:17][C:12]=2[C:13]([O:15][CH3:16])=O)(=[O:10])=[O:9])=[CH:4][CH:3]=1.O.[NH2:22][NH2:23], predict the reaction product. The product is: [Br:1][C:2]1[CH:7]=[CH:6][C:5]([S:8]([C:11]2[CH:20]=[CH:19][CH:18]=[CH:17][C:12]=2[C:13]2[O:15][CH:16]=[N:22][N:23]=2)(=[O:10])=[O:9])=[CH:4][CH:3]=1. (10) Given the reactants [F:1][CH:2]([F:29])[O:3][C:4]1[CH:9]=[CH:8][C:7]([C:10]2[O:11][CH:12]=[C:13]([CH2:15][CH2:16][C:17]([C:19]3[CH:24]=[CH:23][CH:22]=[CH:21][C:20]=3[O:25][CH2:26][CH3:27])=[O:18])[N:14]=2)=[CH:6][C:5]=1[OH:28].[CH2:30]1CCN2C(=NCCC2)C[CH2:31]1.C(I)C.O, predict the reaction product. The product is: [F:29][CH:2]([F:1])[O:3][C:4]1[CH:9]=[CH:8][C:7]([C:10]2[O:11][CH:12]=[C:13]([CH2:15][CH2:16][C:17]([C:19]3[CH:24]=[CH:23][CH:22]=[CH:21][C:20]=3[O:25][CH2:26][CH3:27])=[O:18])[N:14]=2)=[CH:6][C:5]=1[O:28][CH2:30][CH3:31].